Dataset: Peptide-MHC class I binding affinity with 185,985 pairs from IEDB/IMGT. Task: Regression. Given a peptide amino acid sequence and an MHC pseudo amino acid sequence, predict their binding affinity value. This is MHC class I binding data. (1) The peptide sequence is RRRSQSPRRR. The MHC is Patr-A0301 with pseudo-sequence Patr-A0301. The binding affinity (normalized) is 0. (2) The peptide sequence is ALKEAIEMV. The MHC is HLA-A02:06 with pseudo-sequence HLA-A02:06. The binding affinity (normalized) is 1.00. (3) The peptide sequence is PTEMVDVSMM. The MHC is HLA-A02:02 with pseudo-sequence HLA-A02:02. The binding affinity (normalized) is 0.136.